This data is from Reaction yield outcomes from USPTO patents with 853,638 reactions. The task is: Predict the reaction yield, written as a fraction of the theoretical maximum amount of product (1.0 means a 100% yield; for example, 0.34 means a 34% yield). (1) The product is [CH2:1]([O:3][C:4]1[C:11]([C:12]2[S:13][CH:14]=[CH:15][CH:16]=2)=[CH:10][C:7](/[CH:8]=[CH:20]/[C:19]([C:22]2[CH:30]=[CH:29][C:25]([C:26]([OH:28])=[O:27])=[CH:24][CH:23]=2)=[O:21])=[C:6]([O:17][CH3:18])[CH:5]=1)[CH3:2]. No catalyst specified. The reactants are [CH2:1]([O:3][C:4]1[C:11]([C:12]2[S:13][CH:14]=[CH:15][CH:16]=2)=[CH:10][C:7]([CH:8]=O)=[C:6]([O:17][CH3:18])[CH:5]=1)[CH3:2].[C:19]([C:22]1[CH:30]=[CH:29][C:25]([C:26]([OH:28])=[O:27])=[CH:24][CH:23]=1)(=[O:21])[CH3:20]. The yield is 0.760. (2) The reactants are C([O-])([O-])=O.[K+].[K+].[C:7]1([OH:13])[CH:12]=[CH:11][CH:10]=[CH:9][CH:8]=1.Br[C:15]1[CH:21]=[C:20]([CH:22]([CH3:24])[CH3:23])[C:18]([NH2:19])=[C:17]([CH:25]([CH3:27])[CH3:26])[CH:16]=1.CN1C=CN=C1. The product is [CH:22]([C:20]1[CH:21]=[C:15]([O:13][C:7]2[CH:12]=[CH:11][CH:10]=[CH:9][CH:8]=2)[CH:16]=[C:17]([CH:25]([CH3:27])[CH3:26])[C:18]=1[NH2:19])([CH3:24])[CH3:23]. The yield is 0.990. The catalyst is Cl[Cu].C(OCC)C.O.C1(C)C=CC=CC=1.CC1C=CC=CC=1C. (3) The reactants are FC(F)(F)C(O)=O.[C:8]1(=[C:14]([C:30]2[CH:35]=[CH:34][C:33]([OH:36])=[C:32]([F:37])[CH:31]=2)[C:15]2[CH:20]=[CH:19][C:18](/[CH:21]=[CH:22]/[C:23]([O:25]C(C)(C)C)=[O:24])=[CH:17][CH:16]=2)[CH2:13][CH2:12][CH2:11][CH2:10][CH2:9]1. The catalyst is C(Cl)Cl. The product is [C:8]1(=[C:14]([C:30]2[CH:35]=[CH:34][C:33]([OH:36])=[C:32]([F:37])[CH:31]=2)[C:15]2[CH:16]=[CH:17][C:18](/[CH:21]=[CH:22]/[C:23]([OH:25])=[O:24])=[CH:19][CH:20]=2)[CH2:13][CH2:12][CH2:11][CH2:10][CH2:9]1. The yield is 0.780. (4) The catalyst is O1CCOCC1.[Cu](I)I. The product is [Br:7][C:8]1[CH:13]=[CH:12][C:11]([N:1]2[CH2:5][CH2:4][CH2:3][C:2]2=[O:6])=[CH:10][CH:9]=1. The reactants are [NH:1]1[CH2:5][CH2:4][CH2:3][C:2]1=[O:6].[Br:7][C:8]1[CH:13]=[CH:12][C:11](I)=[CH:10][CH:9]=1.[F-].[Cs+].CNCCNC. The yield is 0.460. (5) The reactants are [CH3:1][C:2]1[CH:18]=[C:17]([S:19][CH3:20])[CH:16]=[C:15]([CH3:21])[C:3]=1[O:4][Si:5]([CH:12]([CH3:14])[CH3:13])([CH:9]([CH3:11])[CH3:10])[CH:6]([CH3:8])[CH3:7].[Cl:22]N1C(=O)CCC1=O. The catalyst is C(Cl)(Cl)(Cl)Cl. The product is [Cl:22][CH2:20][S:19][C:17]1[CH:18]=[C:2]([CH3:1])[C:3]([O:4][Si:5]([CH:12]([CH3:14])[CH3:13])([CH:6]([CH3:7])[CH3:8])[CH:9]([CH3:10])[CH3:11])=[C:15]([CH3:21])[CH:16]=1. The yield is 1.00. (6) The reactants are [C:1]([Si:5]([O:8][CH:9]([CH2:14][CH2:15][C:16]1[CH:21]=[CH:20][C:19]([C:22]([CH2:41][CH3:42])([C:25]2[CH:30]=[CH:29][C:28](B3OC(C)(C)C(C)(C)O3)=[C:27]([CH3:40])[CH:26]=2)[CH2:23][CH3:24])=[CH:18][C:17]=1[CH3:43])[C:10]([CH3:13])([CH3:12])[CH3:11])([CH3:7])[CH3:6])([CH3:4])([CH3:3])[CH3:2].[CH2:44]([O:46][C:47](=[O:55])[CH2:48][C:49]1[N:50]=[C:51](Br)[S:52][CH:53]=1)[CH3:45].P([O-])([O-])([O-])=O.[K+].[K+].[K+]. The catalyst is C1C=CC([P]([Pd]([P](C2C=CC=CC=2)(C2C=CC=CC=2)C2C=CC=CC=2)([P](C2C=CC=CC=2)(C2C=CC=CC=2)C2C=CC=CC=2)[P](C2C=CC=CC=2)(C2C=CC=CC=2)C2C=CC=CC=2)(C2C=CC=CC=2)C2C=CC=CC=2)=CC=1.O. The product is [CH2:44]([O:46][C:47](=[O:55])[CH2:48][C:49]1[N:50]=[C:51]([C:28]2[CH:29]=[CH:30][C:25]([C:22]([C:19]3[CH:20]=[CH:21][C:16]([CH2:15][CH2:14][CH:9]([O:8][Si:5]([C:1]([CH3:4])([CH3:3])[CH3:2])([CH3:6])[CH3:7])[C:10]([CH3:13])([CH3:12])[CH3:11])=[C:17]([CH3:43])[CH:18]=3)([CH2:23][CH3:24])[CH2:41][CH3:42])=[CH:26][C:27]=2[CH3:40])[S:52][CH:53]=1)[CH3:45]. The yield is 0.820. (7) The reactants are [F:1][C:2]1[CH:3]=[CH:4][C:5]([OH:12])=[C:6]([CH:11]=1)[C:7]([O:9][CH3:10])=[O:8].F[C:14]1[CH:19]=[CH:18][CH:17]=[CH:16][C:15]=1[N+:20]([O-:22])=[O:21].C(=O)([O-])[O-].[Cs+].[Cs+].C(OCC)(=O)C. The catalyst is C(#N)C. The product is [F:1][C:2]1[CH:3]=[CH:4][C:5]([O:12][C:14]2[CH:19]=[CH:18][CH:17]=[CH:16][C:15]=2[N+:20]([O-:22])=[O:21])=[C:6]([CH:11]=1)[C:7]([O:9][CH3:10])=[O:8]. The yield is 0.840. (8) The catalyst is CO. The product is [Cl:1][C:2]1[N:3]=[C:4]([N:12]2[CH2:17][CH2:16][O:15][CH2:14][CH2:13]2)[C:5]2[S:10][CH:9]=[CH:8][C:6]=2[N:7]=1. The yield is 1.00. The reactants are [Cl:1][C:2]1[N:3]=[C:4](Cl)[C:5]2[S:10][CH:9]=[CH:8][C:6]=2[N:7]=1.[NH:12]1[CH2:17][CH2:16][O:15][CH2:14][CH2:13]1.